This data is from Forward reaction prediction with 1.9M reactions from USPTO patents (1976-2016). The task is: Predict the product of the given reaction. (1) Given the reactants [C:1]([N:9]1[C:14](=[O:15])[C:13]([I:16])=[CH:12][NH:11][C:10]1=[O:17])(=[O:8])[C:2]1[CH:7]=[CH:6][CH:5]=[CH:4][CH:3]=1.C([O-])([O-])=O.[K+].[K+].Br[CH:25]([Cl:28])[CH2:26][CH3:27].O, predict the reaction product. The product is: [C:1]([N:9]1[C:14](=[O:15])[C:13]([I:16])=[CH:12][N:11]([CH2:27][CH2:26][CH2:25][Cl:28])[C:10]1=[O:17])(=[O:8])[C:2]1[CH:7]=[CH:6][CH:5]=[CH:4][CH:3]=1. (2) Given the reactants C1(P(C2C=CC=CC=2)C2C=CC=CC=2)C=CC=CC=1.N(C(OC(C)C)=O)=NC(OC(C)C)=O.O[CH2:35][CH2:36][N:37]1[CH:41]=[C:40]([N:42]2[CH:47]=[CH:46][C:45](=[O:48])[C:44]([CH2:49][C:50]3[CH:51]=[C:52]([NH:56][C:57](=[O:61])[O:58][CH2:59][CH3:60])[CH:53]=[CH:54][CH:55]=3)=[N:43]2)[CH:39]=[N:38]1.C1(P([N:76]=[N+:77]=[N-:78])(C2C=CC=CC=2)=O)C=CC=CC=1, predict the reaction product. The product is: [N:76]([CH2:35][CH2:36][N:37]1[CH:41]=[C:40]([N:42]2[CH:47]=[CH:46][C:45](=[O:48])[C:44]([CH2:49][C:50]3[CH:51]=[C:52]([NH:56][C:57](=[O:61])[O:58][CH2:59][CH3:60])[CH:53]=[CH:54][CH:55]=3)=[N:43]2)[CH:39]=[N:38]1)=[N+:77]=[N-:78]. (3) The product is: [F:24][C:8]1[C:9]2[C:10]3[CH:14]=[N:13][NH:12][C:11]=3[C:2]([NH:29][C:28]3[CH:30]=[CH:31][C:32]([N:33]4[CH2:34][CH2:35][O:36][CH2:37][CH2:38]4)=[C:26]([F:25])[CH:27]=3)=[N:3][C:4]=2[CH:5]=[CH:6][CH:7]=1. Given the reactants Cl[C:2]1[C:11]2=[N:12][N:13](CC3C=CC(OC)=CC=3)[CH:14]=[C:10]2[C:9]2[C:8]([F:24])=[CH:7][CH:6]=[CH:5][C:4]=2[N:3]=1.[F:25][C:26]1[CH:27]=[C:28]([CH:30]=[CH:31][C:32]=1[N:33]1[CH2:38][CH2:37][O:36][CH2:35][CH2:34]1)[NH2:29].Cl, predict the reaction product. (4) Given the reactants Br[CH2:2][C:3]([O:5][CH2:6][CH3:7])=[O:4].[O:8]=[C:9]1[CH2:14][CH2:13][N:12]([C:15]([O:17][C:18]([CH3:21])([CH3:20])[CH3:19])=[O:16])[CH2:11][CH2:10]1, predict the reaction product. The product is: [CH2:6]([O:5][C:3](=[O:4])[CH2:2][C:9]1([OH:8])[CH2:10][CH2:11][N:12]([C:15]([O:17][C:18]([CH3:20])([CH3:19])[CH3:21])=[O:16])[CH2:13][CH2:14]1)[CH3:7]. (5) Given the reactants [N:1]1([CH:11]2[CH2:16][CH2:15][NH:14][CH2:13][CH2:12]2)[C:5]2[CH:6]=[CH:7][CH:8]=[CH:9][C:4]=2[NH:3][C:2]1=[O:10].Br[CH2:18][CH2:19][CH2:20][O:21][C:22]1[CH:27]=[CH:26][CH:25]=[CH:24][C:23]=1[CH2:28][C:29]1[CH:34]=[CH:33][C:32]([C:35](=[O:41])[N:36]([CH2:39][CH3:40])[CH2:37][CH3:38])=[CH:31][CH:30]=1.C(N(CC)CC)C.O, predict the reaction product. The product is: [CH2:39]([N:36]([CH2:37][CH3:38])[C:35]([C:32]1[CH:33]=[CH:34][C:29]([CH2:28][C:23]2[CH:24]=[CH:25][CH:26]=[CH:27][C:22]=2[O:21][CH2:20][CH2:19][CH2:18][N:14]2[CH2:15][CH2:16][CH:11]([N:1]3[C:5]4[CH:6]=[CH:7][CH:8]=[CH:9][C:4]=4[NH:3][C:2]3=[O:10])[CH2:12][CH2:13]2)=[CH:30][CH:31]=1)=[O:41])[CH3:40]. (6) Given the reactants [CH:1]([O:4][C:5]1[CH:13]=[CH:12][C:11]([S:14]([CH3:17])(=[O:16])=[O:15])=[CH:10][C:6]=1[C:7]([OH:9])=O)([CH3:3])[CH3:2].Cl.[F:19][C:20]([F:33])([F:32])[C:21]1[S:25][C:24]([N:26]2[CH2:31][CH2:30][NH:29][CH2:28][CH2:27]2)=[N:23][CH:22]=1, predict the reaction product. The product is: [CH:1]([O:4][C:5]1[CH:13]=[CH:12][C:11]([S:14]([CH3:17])(=[O:16])=[O:15])=[CH:10][C:6]=1[C:7]([N:29]1[CH2:30][CH2:31][N:26]([C:24]2[S:25][C:21]([C:20]([F:33])([F:19])[F:32])=[CH:22][N:23]=2)[CH2:27][CH2:28]1)=[O:9])([CH3:2])[CH3:3]. (7) Given the reactants [NH2:1][CH:2]1[CH2:15][C:4]2([CH2:7][N:6]([C:8]([O:10][C:11]([CH3:14])([CH3:13])[CH3:12])=[O:9])[CH2:5]2)[CH2:3]1.[Cl:16][C:17]1[N:22]=[C:21](Cl)[C:20]([F:24])=[CH:19][N:18]=1.C([O-])([O-])=O.[K+].[K+], predict the reaction product. The product is: [Cl:16][C:17]1[N:22]=[C:21]([NH:1][CH:2]2[CH2:3][C:4]3([CH2:7][N:6]([C:8]([O:10][C:11]([CH3:12])([CH3:14])[CH3:13])=[O:9])[CH2:5]3)[CH2:15]2)[C:20]([F:24])=[CH:19][N:18]=1.